From a dataset of Full USPTO retrosynthesis dataset with 1.9M reactions from patents (1976-2016). Predict the reactants needed to synthesize the given product. (1) Given the product [CH3:6][O:7][C:8]1[CH:15]=[CH:14][CH:13]=[CH:12][C:9]=1[CH:10]([OH:11])[CH:3]([CH3:4])[CH3:2], predict the reactants needed to synthesize it. The reactants are: O1C[CH2:4][CH2:3][CH2:2]1.[CH3:6][O:7][C:8]1[CH:15]=[CH:14][CH:13]=[CH:12][C:9]=1[CH:10]=[O:11].C([Mg]Br)(C)C.Cl. (2) Given the product [CH3:15][N:16]([CH2:2][C:3]1[CH:4]=[C:5]([CH:8]=[C:9]([N+:11]([O-:13])=[O:12])[CH:10]=1)[C:6]#[N:7])[CH3:17], predict the reactants needed to synthesize it. The reactants are: Br[CH2:2][C:3]1[CH:4]=[C:5]([CH:8]=[C:9]([N+:11]([O-:13])=[O:12])[CH:10]=1)[C:6]#[N:7].Cl.[CH3:15][NH:16][CH3:17].C(N(CC)CC)C. (3) Given the product [CH3:52][CH:51]([CH3:53])[C@H:45]([NH:46][C:47](=[O:48])[O:49][CH3:50])[C:44]([N:40]1[CH2:41][CH2:42][CH2:43][C@H:39]1[C:36]1[NH:37][CH:38]=[C:34]([C:31]2[CH:32]=[CH:33][C:28]([C:25]3[CH:24]=[CH:23][C:22]([C:20]4[N:21]=[C:17]([CH:16]5[CH2:15][C:14]6([CH2:55][CH2:56][NH:57][CH2:58][CH2:59]6)[CH2:13][N:12]5[C:10](=[O:11])[C@@H:6]([NH:5][C:3]([O:2][CH3:1])=[O:4])[CH:7]([CH3:8])[CH3:9])[NH:18][CH:19]=4)=[CH:27][CH:26]=3)=[CH:29][CH:30]=2)[N:35]=1)=[O:54], predict the reactants needed to synthesize it. The reactants are: [CH3:1][O:2][C:3]([NH:5][C@H:6]([C:10]([N:12]1[CH:16]([C:17]2[NH:18][CH:19]=[C:20]([C:22]3[CH:27]=[CH:26][C:25]([C:28]4[CH:33]=[CH:32][C:31]([C:34]5[N:35]=[C:36]([C@@H:39]6[CH2:43][CH2:42][CH2:41][N:40]6[C:44](=[O:54])[C@H:45]([CH:51]([CH3:53])[CH3:52])[NH:46][C:47]([O:49][CH3:50])=[O:48])[NH:37][CH:38]=5)=[CH:30][CH:29]=4)=[CH:24][CH:23]=3)[N:21]=2)[CH2:15][C:14]2([CH2:59][CH2:58][N:57](C(OC(C)(C)C)=O)[CH2:56][CH2:55]2)[CH2:13]1)=[O:11])[CH:7]([CH3:9])[CH3:8])=[O:4].FC(F)(F)C(O)=O. (4) Given the product [C:33]([C:32]1[CH:35]=[C:28]([CH:29]=[CH:30][C:31]=1[O:36][C:37]([F:38])([F:40])[F:39])[CH2:27][O:1][C:2]1[CH:10]=[CH:9][C:8]2[NH:7][C:6]3[CH:11]([CH2:14][C:15]([OH:17])=[O:16])[CH2:12][CH2:13][C:5]=3[C:4]=2[CH:3]=1)#[N:34], predict the reactants needed to synthesize it. The reactants are: [OH:1][C:2]1[CH:10]=[CH:9][C:8]2[NH:7][C:6]3[CH:11]([CH2:14][C:15]([O:17]CC)=[O:16])[CH2:12][CH2:13][C:5]=3[C:4]=2[CH:3]=1.C(=O)([O-])[O-].[Cs+].[Cs+].Cl[CH2:27][C:28]1[CH:29]=[CH:30][C:31]([O:36][C:37]([F:40])([F:39])[F:38])=[C:32]([CH:35]=1)[C:33]#[N:34]. (5) Given the product [Br:1][C:2]1[CH:7]=[CH:6][C:5]([C:8](=[C:17]2[CH2:23][CH2:22][CH2:21][CH2:20][CH2:19][CH2:18]2)[C:10]2[CH:15]=[CH:14][C:13]([OH:16])=[CH:12][CH:11]=2)=[CH:4][CH:3]=1, predict the reactants needed to synthesize it. The reactants are: [Br:1][C:2]1[CH:7]=[CH:6][C:5]([C:8]([C:10]2[CH:15]=[CH:14][C:13]([OH:16])=[CH:12][CH:11]=2)=O)=[CH:4][CH:3]=1.[C:17]1(=O)[CH2:23][CH2:22][CH2:21][CH2:20][CH2:19][CH2:18]1. (6) Given the product [Cl:5][C:6]1[CH:11]=[CH:10][C:9]([O:12][CH2:14][O:15][CH3:16])=[CH:8][N:7]=1, predict the reactants needed to synthesize it. The reactants are: [H-].[Na+].N#N.[Cl:5][C:6]1[CH:11]=[CH:10][C:9]([OH:12])=[CH:8][N:7]=1.Cl[CH2:14][O:15][CH3:16]. (7) Given the product [F:7][C:8]1[CH:13]=[CH:12][C:11]([NH:14][C:15]([N:1]2[CH2:2][CH:3]=[CH:4][CH2:5][CH2:6]2)=[O:16])=[CH:10][CH:9]=1, predict the reactants needed to synthesize it. The reactants are: [NH:1]1[CH2:6][CH:5]=[CH:4][CH2:3][CH2:2]1.[F:7][C:8]1[CH:13]=[CH:12][C:11]([N:14]=[C:15]=[O:16])=[CH:10][CH:9]=1. (8) Given the product [CH3:28][N:26]1[CH:27]=[C:23]([C:17]2[CH:18]=[N:19][C:20]3[C:15]([CH:16]=2)=[CH:14][C:13]([CH:11]([C:8]2[N:6]4[N:7]=[C:2]([C:30](=[O:29])[CH3:31])[CH:3]=[CH:4][C:5]4=[N:10][N:9]=2)[CH3:12])=[CH:22][CH:21]=3)[CH:24]=[N:25]1, predict the reactants needed to synthesize it. The reactants are: Cl[C:2]1[CH:3]=[CH:4][C:5]2[N:6]([C:8]([CH:11]([C:13]3[CH:14]=[C:15]4[C:20](=[CH:21][CH:22]=3)[N:19]=[CH:18][C:17]([C:23]3[CH:24]=[N:25][N:26]([CH3:28])[CH:27]=3)=[CH:16]4)[CH3:12])=[N:9][N:10]=2)[N:7]=1.[O:29]1CCO[CH2:31][CH2:30]1. (9) Given the product [NH2:24][CH2:23][CH:19]1[C:16]2=[N:17][CH:18]=[C:13]([N:8]3[C:9](=[O:12])[CH:10]=[N:11][C:6]4[CH:5]=[CH:4][C:3]([O:2][CH3:1])=[N:32][C:7]3=4)[CH:14]=[C:15]2[CH2:22][O:21][CH2:20]1, predict the reactants needed to synthesize it. The reactants are: [CH3:1][O:2][C:3]1[CH:4]=[CH:5][C:6]2[N:11]=[CH:10][C:9](=[O:12])[N:8]([C:13]3[CH:14]=[C:15]4[CH2:22][O:21][CH2:20][CH:19]([CH2:23][NH:24]C(=O)OC(C)(C)C)[C:16]4=[N:17][CH:18]=3)[C:7]=2[N:32]=1.C(O)(C(F)(F)F)=O.